Dataset: Forward reaction prediction with 1.9M reactions from USPTO patents (1976-2016). Task: Predict the product of the given reaction. (1) Given the reactants [N:1]1([CH2:6][C:7]2[CH:23]=[CH:22][C:10]([CH2:11][N:12]3[CH:20]=[C:19]4[C:14]([N:15]=[CH:16][N:17]=[C:18]4Cl)=[N:13]3)=[CH:9][CH:8]=2)[CH:5]=[CH:4][CH:3]=[N:2]1.[CH3:24][O:25][C:26]1[CH:31]=[CH:30][C:29]([O:32][CH3:33])=[CH:28][C:27]=1[CH2:34][NH2:35], predict the reaction product. The product is: [N:1]1([CH2:6][C:7]2[CH:23]=[CH:22][C:10]([CH2:11][N:12]3[CH:20]=[C:19]4[C:14]([N:15]=[CH:16][N:17]=[C:18]4[NH:35][CH2:34][C:27]4[CH:28]=[C:29]([O:32][CH3:33])[CH:30]=[CH:31][C:26]=4[O:25][CH3:24])=[N:13]3)=[CH:9][CH:8]=2)[CH:5]=[CH:4][CH:3]=[N:2]1. (2) Given the reactants [F:1][C:2]1[CH:7]=[C:6]([CH2:8]O)[CH:5]=[C:4]([NH:10][CH2:11][C:12]2[CH:17]=[CH:16][C:15]([O:18][CH3:19])=[CH:14][CH:13]=2)[N:3]=1.C(N(CC)CC)C.CS(Cl)(=O)=O.[O:32]1[CH2:36][CH2:35][O:34][CH:33]1[C:37]1[CH:38]=[C:39]([CH:52]=[C:53]([CH3:55])[CH:54]=1)[O:40][C:41]1[NH:46][C:45](=[O:47])[NH:44][C:43](=[O:48])[C:42]=1[CH:49]([CH3:51])[CH3:50].C(=O)([O-])[O-].[K+].[K+].[I-].[Li+], predict the reaction product. The product is: [O:34]1[CH2:35][CH2:36][O:32][CH:33]1[C:37]1[CH:38]=[C:39]([CH:52]=[C:53]([CH3:55])[CH:54]=1)[O:40][C:41]1[N:46]([CH2:8][C:6]2[CH:5]=[C:4]([NH:10][CH2:11][C:12]3[CH:17]=[CH:16][C:15]([O:18][CH3:19])=[CH:14][CH:13]=3)[N:3]=[C:2]([F:1])[CH:7]=2)[C:45](=[O:47])[NH:44][C:43](=[O:48])[C:42]=1[CH:49]([CH3:51])[CH3:50]. (3) The product is: [Br:21][C:10]1[N:9]=[C:8]([C@H:11]2[CH2:16][N:15]3[C:17](=[O:20])[O:18][CH2:19][C@@H:14]3[CH2:13][CH2:12]2)[N:4]2[CH:5]=[CH:6][N:7]=[C:2]([Cl:1])[C:3]=12. Given the reactants [Cl:1][C:2]1[C:3]2[N:4]([C:8]([C@H:11]3[CH2:16][N:15]4[C:17](=[O:20])[O:18][CH2:19][C@@H:14]4[CH2:13][CH2:12]3)=[N:9][CH:10]=2)[CH:5]=[CH:6][N:7]=1.[Br:21]N1C(=O)CCC1=O, predict the reaction product. (4) Given the reactants [C:1]1([Mg]Br)[CH:6]=[CH:5][CH:4]=[CH:3][CH:2]=1.[Cl:9][C:10]1[CH:15]=[C:14]([Cl:16])[CH:13]=[CH:12][C:11]=1[CH:17]1[C:22](=[C:23]=[O:24])[CH:21]=[CH:20][C:19]([NH:25][CH2:26][CH2:27][NH:28][C:29]([O:31][C:32]([CH3:35])([CH3:34])[CH3:33])=[O:30])=[CH:18]1.[NH4+].[Cl-], predict the reaction product. The product is: [Cl:9][C:10]1[CH:15]=[C:14]([Cl:16])[CH:13]=[CH:12][C:11]=1[C:17]1[CH:18]=[C:19]([NH:25][CH2:26][CH2:27][NH:28][C:29]([O:31][C:32]([CH3:35])([CH3:34])[CH3:33])=[O:30])[CH:20]=[CH:21][C:22]=1[CH:23]([OH:24])[C:1]1[CH:6]=[CH:5][CH:4]=[CH:3][CH:2]=1. (5) Given the reactants I[C:2]1[CH:3]=[N:4][N:5]2[C:10]([N:11]([CH3:18])[C:12]3[CH:17]=[CH:16][CH:15]=[CH:14][CH:13]=3)=[N:9][CH:8]=[N:7][C:6]=12.C([O-])([O-])=O.[Na+].[Na+].[C:25]1(B(O)O)[CH:30]=[CH:29][CH:28]=[CH:27][CH:26]=1, predict the reaction product. The product is: [CH3:18][N:11]([C:10]1[N:5]2[N:4]=[CH:3][C:2]([C:25]3[CH:30]=[CH:29][CH:28]=[CH:27][CH:26]=3)=[C:6]2[N:7]=[CH:8][N:9]=1)[C:12]1[CH:17]=[CH:16][CH:15]=[CH:14][CH:13]=1.